Task: Predict hERG channel inhibition at various concentrations.. Dataset: hERG Central: cardiac toxicity at 1µM, 10µM, and general inhibition (1) The drug is CN1CCC(Oc2ccccc2Sc2ccc(C(F)(F)F)cc2)CC1.O=C(O)C(=O)O. Results: hERG_inhib (hERG inhibition (general)): blocker. (2) The compound is COc1ccc(CCNC(=O)c2cc3c(=O)n4ccccc4nc3n(CC3CCCO3)c2=N)cc1OC. Results: hERG_inhib (hERG inhibition (general)): blocker. (3) The compound is O=C(NCC(c1cccnc1)N1CCN(c2ccc(F)cc2)CC1)c1cccc(Cl)c1. Results: hERG_inhib (hERG inhibition (general)): blocker. (4) Results: hERG_inhib (hERG inhibition (general)): blocker. The molecule is O=C(COc1ccccc1)N1CCN(C/C=C/c2ccccc2)CC1.